Dataset: NCI-60 drug combinations with 297,098 pairs across 59 cell lines. Task: Regression. Given two drug SMILES strings and cell line genomic features, predict the synergy score measuring deviation from expected non-interaction effect. (1) Drug 1: CC1C(C(CC(O1)OC2CC(OC(C2O)C)OC3=CC4=CC5=C(C(=O)C(C(C5)C(C(=O)C(C(C)O)O)OC)OC6CC(C(C(O6)C)O)OC7CC(C(C(O7)C)O)OC8CC(C(C(O8)C)O)(C)O)C(=C4C(=C3C)O)O)O)O. Drug 2: CC1C(C(CC(O1)OC2CC(CC3=C2C(=C4C(=C3O)C(=O)C5=C(C4=O)C(=CC=C5)OC)O)(C(=O)CO)O)N)O.Cl. Cell line: HOP-62. Synergy scores: CSS=54.9, Synergy_ZIP=3.96, Synergy_Bliss=7.57, Synergy_Loewe=-6.52, Synergy_HSA=4.84. (2) Drug 1: CN(C)N=NC1=C(NC=N1)C(=O)N. Drug 2: C(CCl)NC(=O)N(CCCl)N=O. Cell line: HCC-2998. Synergy scores: CSS=0.199, Synergy_ZIP=0.199, Synergy_Bliss=2.19, Synergy_Loewe=-0.759, Synergy_HSA=-0.519. (3) Drug 1: CN(C)C1=NC(=NC(=N1)N(C)C)N(C)C. Drug 2: C1CCC(C(C1)N)N.C(=O)(C(=O)[O-])[O-].[Pt+4]. Cell line: MDA-MB-435. Synergy scores: CSS=1.88, Synergy_ZIP=-0.649, Synergy_Bliss=-0.131, Synergy_Loewe=-17.7, Synergy_HSA=-4.65. (4) Drug 1: C1=CN(C(=O)N=C1N)C2C(C(C(O2)CO)O)O.Cl. Drug 2: CC12CCC3C(C1CCC2OP(=O)(O)O)CCC4=C3C=CC(=C4)OC(=O)N(CCCl)CCCl.[Na+]. Cell line: K-562. Synergy scores: CSS=34.5, Synergy_ZIP=-4.93, Synergy_Bliss=-3.69, Synergy_Loewe=-8.70, Synergy_HSA=-4.84. (5) Drug 1: CCCCC(=O)OCC(=O)C1(CC(C2=C(C1)C(=C3C(=C2O)C(=O)C4=C(C3=O)C=CC=C4OC)O)OC5CC(C(C(O5)C)O)NC(=O)C(F)(F)F)O. Drug 2: C1=NNC2=C1C(=O)NC=N2. Cell line: EKVX. Synergy scores: CSS=7.52, Synergy_ZIP=2.67, Synergy_Bliss=1.86, Synergy_Loewe=-6.47, Synergy_HSA=1.33. (6) Drug 1: C1=NNC2=C1C(=O)NC=N2. Drug 2: CC12CCC3C(C1CCC2OP(=O)(O)O)CCC4=C3C=CC(=C4)OC(=O)N(CCCl)CCCl.[Na+]. Cell line: EKVX. Synergy scores: CSS=6.24, Synergy_ZIP=-0.318, Synergy_Bliss=0.0982, Synergy_Loewe=-0.203, Synergy_HSA=-0.174. (7) Drug 1: CC1=C2C(C(=O)C3(C(CC4C(C3C(C(C2(C)C)(CC1OC(=O)C(C(C5=CC=CC=C5)NC(=O)C6=CC=CC=C6)O)O)OC(=O)C7=CC=CC=C7)(CO4)OC(=O)C)O)C)OC(=O)C. Drug 2: CCC1(CC2CC(C3=C(CCN(C2)C1)C4=CC=CC=C4N3)(C5=C(C=C6C(=C5)C78CCN9C7C(C=CC9)(C(C(C8N6C)(C(=O)OC)O)OC(=O)C)CC)OC)C(=O)OC)O.OS(=O)(=O)O. Cell line: PC-3. Synergy scores: CSS=-0.693, Synergy_ZIP=1.50, Synergy_Bliss=1.48, Synergy_Loewe=-0.0903, Synergy_HSA=-0.405.